Predict the product of the given reaction. From a dataset of Forward reaction prediction with 1.9M reactions from USPTO patents (1976-2016). (1) The product is: [C:23]([NH:27][C:20]([C:11]1[CH:10]=[C:9]([C:6]2[CH:5]=[CH:4][C:3]([C:1]#[N:2])=[CH:8][N:7]=2)[N:13]([C:14]2[CH:19]=[CH:18][CH:17]=[CH:16][CH:15]=2)[N:12]=1)=[O:22])([CH3:26])([CH3:25])[CH3:24]. Given the reactants [C:1]([C:3]1[CH:4]=[CH:5][C:6]([C:9]2[N:13]([C:14]3[CH:19]=[CH:18][CH:17]=[CH:16][CH:15]=3)[N:12]=[C:11]([C:20]([OH:22])=O)[CH:10]=2)=[N:7][CH:8]=1)#[N:2].[C:23]([NH2:27])([CH3:26])([CH3:25])[CH3:24], predict the reaction product. (2) Given the reactants Br[C:2]1[CH:3]=[C:4]2[C:8](=[CH:9][C:10]=1[Cl:11])[NH:7][N:6]=[C:5]2[C:12]([OH:14])=[O:13].[O:15]1[CH2:20][CH2:19][O:18][C:17]2[CH:21]=[C:22](B(O)O)[CH:23]=[CH:24][C:16]1=2.C(=O)([O-])[O-].[K+].[K+], predict the reaction product. The product is: [Cl:11][C:10]1[CH:9]=[C:8]2[C:4]([C:5]([C:12]([OH:14])=[O:13])=[N:6][NH:7]2)=[CH:3][C:2]=1[C:22]1[CH:23]=[CH:24][C:16]2[O:15][CH2:20][CH2:19][O:18][C:17]=2[CH:21]=1. (3) Given the reactants Br[C:2]1[S:6][C:5]([NH:7][C:8](=[O:23])[N:9]([CH:17]2[CH2:22][CH2:21][CH2:20][CH2:19][CH2:18]2)[CH:10]2[CH2:15][CH2:14][CH:13]([CH3:16])[CH2:12][CH2:11]2)=[N:4][CH:3]=1.[CH2:24]([O:26][C:27]([C:29]1[N:30]([CH3:35])[C:31]([SH:34])=[N:32][CH:33]=1)=[O:28])[CH3:25], predict the reaction product. The product is: [CH2:24]([O:26][C:27]([C:29]1[N:30]([CH3:35])[C:31]([S:34][C:2]2[S:6][C:5]([NH:7][C:8]([N:9]([CH:17]3[CH2:22][CH2:21][CH2:20][CH2:19][CH2:18]3)[CH:10]3[CH2:15][CH2:14][CH:13]([CH3:16])[CH2:12][CH2:11]3)=[O:23])=[N:4][CH:3]=2)=[N:32][CH:33]=1)=[O:28])[CH3:25]. (4) Given the reactants [Br:1][C:2]1[CH:7]=[C:6]([N+:8]([O-:10])=[O:9])[CH:5]=[C:4]([NH2:11])[C:3]=1[NH2:12].[C:13](O)([C:15]([F:18])([F:17])[F:16])=O, predict the reaction product. The product is: [Br:1][C:2]1[C:3]2[N:12]=[C:13]([C:15]([F:18])([F:17])[F:16])[NH:11][C:4]=2[CH:5]=[C:6]([N+:8]([O-:10])=[O:9])[CH:7]=1. (5) Given the reactants [C:1]1([C:32]2[CH:37]=[CH:36][CH:35]=[CH:34][CH:33]=2)[CH:6]=[CH:5][C:4]([C:7]2[N:12]=[C:11]([C:13]3[CH:18]=[CH:17][C:16]([C:19]4[CH:24]=[CH:23][CH:22]=[CH:21][CH:20]=4)=[CH:15][CH:14]=3)[N:10]=[C:9]([C:25]3[CH:30]=[CH:29][C:28](Br)=[CH:27][CH:26]=3)[N:8]=2)=[CH:3][CH:2]=1.[CH3:38][C:39]1([CH3:55])[C:43]([CH3:45])([CH3:44])[O:42][B:41]([B:41]2[O:42][C:43]([CH3:45])([CH3:44])[C:39]([CH3:55])([CH3:38])[O:40]2)[O:40]1.C1(P(C2CCCCC2)C2C=CC=CC=2C2C(C(C)C)=CC(C(C)C)=CC=2C(C)C)CCCCC1.C([O-])(=O)C.[K+], predict the reaction product. The product is: [C:1]1([C:32]2[CH:37]=[CH:36][CH:35]=[CH:34][CH:33]=2)[CH:6]=[CH:5][C:4]([C:7]2[N:12]=[C:11]([C:13]3[CH:18]=[CH:17][C:16]([C:19]4[CH:24]=[CH:23][CH:22]=[CH:21][CH:20]=4)=[CH:15][CH:14]=3)[N:10]=[C:9]([C:25]3[CH:30]=[CH:29][C:28]([B:41]4[O:42][C:43]([CH3:45])([CH3:44])[C:39]([CH3:55])([CH3:38])[O:40]4)=[CH:27][CH:26]=3)[N:8]=2)=[CH:3][CH:2]=1. (6) Given the reactants FC1C=CC(CC(=O)[CH2:10][NH:11][C:12]([C:14]2[N:15]=[C:16]3[CH:32]=[CH:31][C:30]([N:33]4[CH2:38][CH2:37][O:36][CH2:35][CH2:34]4)=[CH:29][N:17]3[C:18](=[O:28])[C:19]=2[O:20][CH2:21][C:22]2[CH:27]=[CH:26][CH:25]=[CH:24][CH:23]=2)=[O:13])=CC=1.CN1CC[O:44][CH2:43]C1.ClC(OCC)=O.CN(C)O, predict the reaction product. The product is: [CH3:43][O:44][N:11]([CH3:10])[C:12]([C:14]1[N:15]=[C:16]2[CH:32]=[CH:31][C:30]([N:33]3[CH2:34][CH2:35][O:36][CH2:37][CH2:38]3)=[CH:29][N:17]2[C:18](=[O:28])[C:19]=1[O:20][CH2:21][C:22]1[CH:23]=[CH:24][CH:25]=[CH:26][CH:27]=1)=[O:13]. (7) Given the reactants [CH:1]1[C:14]2[C:5](=[N:6][CH:7]=[C:8]3[C:13]=2[CH:12]=[CH:11][CH:10]=[CH:9]3)[CH:4]=[CH:3][CH:2]=1.[F:15][C:16]([F:31])([F:30])[C:17]1[CH:18]=[C:19]([CH:23]=[C:24]([C:26]([F:29])([F:28])[F:27])[CH:25]=1)[C:20](Cl)=[O:21].[Si]([O:39][C:40]([O:42][CH3:43])=[CH2:41])(C(C)(C)C)(C)C, predict the reaction product. The product is: [CH3:43][O:42][C:40](=[O:39])[CH2:41][CH:7]1[C:8]2[C:13](=[CH:12][CH:11]=[CH:10][CH:9]=2)[C:14]2[CH:1]=[CH:2][CH:3]=[CH:4][C:5]=2[N:6]1[C:20](=[O:21])[C:19]1[CH:18]=[C:17]([C:16]([F:31])([F:30])[F:15])[CH:25]=[C:24]([C:26]([F:29])([F:28])[F:27])[CH:23]=1. (8) The product is: [NH2:44][C:45]1[C:46]([C:14]2[CH:15]=[CH:16][CH:17]=[CH:18][CH:19]=2)=[N:47][CH:48]=[CH:49][CH:50]=1. Given the reactants [C:14]1(P([C:14]2[CH:19]=[CH:18][CH:17]=[CH:16][CH:15]=2)[C:14]2[CH:19]=[CH:18][CH:17]=[CH:16][CH:15]=2)[CH:19]=[CH:18][CH:17]=[CH:16][CH:15]=1.C1(B2OB(C3C=CC=CC=3)OB(C3C=CC=CC=3)O2)C=CC=CC=1.[NH2:44][C:45]1[C:46](Cl)=[N:47][CH:48]=[CH:49][CH:50]=1.C(=O)([O-])[O-].[Na+].[Na+], predict the reaction product.